Dataset: Full USPTO retrosynthesis dataset with 1.9M reactions from patents (1976-2016). Task: Predict the reactants needed to synthesize the given product. (1) Given the product [CH2:26]([O:25][C:23]([C:22]1[CH:28]=[N:3][N:2]([C:4]2[CH:17]=[CH:16][C:7]([C:8](=[O:9])[NH:10][CH2:11][CH2:12][CH2:13][O:14][CH3:15])=[CH:6][N:5]=2)[C:21]=1[O-:20])=[O:24])[CH3:27].[K+:37], predict the reactants needed to synthesize it. The reactants are: Cl.[NH:2]([C:4]1[CH:17]=[CH:16][C:7]([C:8]([NH:10][CH2:11][CH2:12][CH2:13][O:14][CH3:15])=[O:9])=[CH:6][N:5]=1)[NH2:3].C([O:20][CH:21]=[C:22]([C:28](OCC)=O)[C:23]([O:25][CH2:26][CH3:27])=[O:24])C.C(=O)([O-])[O-].[K+:37].[K+]. (2) The reactants are: [O-:1][N+:2]1[C:7]2[CH:8]=[CH:9][CH:10]=[CH:11][C:6]=2[N+:5]([O-:12])=[C:4]([NH:13][CH2:14][CH2:15][CH2:16][CH2:17][CH2:18][CH2:19][NH2:20])[N:3]=1.CO[C:23]1[C:24]2[C:29]([N:30]=[C:31]3[C:36]=1[CH:35]=[CH:34][CH:33]=[CH:32]3)=[CH:28][CH:27]=[CH:26][CH:25]=2. Given the product [CH:25]1[C:24]2[C:29](=[N:30][C:31]3[C:36]([C:23]=2[NH:20][CH2:19][CH2:18][CH2:17][CH2:16][CH2:15][CH2:14][NH:13][C:4]2[N:3]=[N+:2]([O-:1])[C:7]4[CH:8]=[CH:9][CH:10]=[CH:11][C:6]=4[N+:5]=2[O-:12])=[CH:35][CH:34]=[CH:33][CH:32]=3)[CH:28]=[CH:27][CH:26]=1, predict the reactants needed to synthesize it. (3) Given the product [CH3:42][N:43]([CH3:44])[C:23](=[O:24])[NH:22][C:18]1[CH:17]=[C:16]([O:15][C:14]2[CH:32]=[CH:33][C:11]([NH:10][C:8]([C:5]3[C:4](=[O:35])[N:3]([C:36]4[CH:37]=[CH:38][CH:39]=[CH:40][CH:41]=4)[N:2]([CH3:1])[C:6]=3[CH3:7])=[O:9])=[CH:12][C:13]=2[F:34])[CH:21]=[CH:20][N:19]=1, predict the reactants needed to synthesize it. The reactants are: [CH3:1][N:2]1[C:6]([CH3:7])=[C:5]([C:8]([NH:10][C:11]2[CH:33]=[CH:32][C:14]([O:15][C:16]3[CH:21]=[CH:20][N:19]=[C:18]([NH:22][C:23](=O)[O:24]C4C=CC=CC=4)[CH:17]=3)=[C:13]([F:34])[CH:12]=2)=[O:9])[C:4](=[O:35])[N:3]1[C:36]1[CH:41]=[CH:40][CH:39]=[CH:38][CH:37]=1.[CH3:42][NH:43][CH3:44]. (4) Given the product [CH2:1]([O:3][C:4](=[O:12])[C:5]([Br:13])([CH3:11])[C:6]([O:8][CH2:9][CH3:10])=[O:7])[CH3:2], predict the reactants needed to synthesize it. The reactants are: [CH2:1]([O:3][C:4](=[O:12])[CH:5]([CH3:11])[C:6]([O:8][CH2:9][CH3:10])=[O:7])[CH3:2].[Br:13]Br. (5) Given the product [C:33]([O:37][C:38](=[O:56])[CH2:39][C@H:40]([NH:55][C:15](=[O:17])[C@@H:14]([N:7]1[CH:6]=[CH:5][C:4]2[C:9](=[CH:10][C:11]([Cl:12])=[C:2]([Cl:1])[CH:3]=2)[C:8]1=[O:13])[CH2:18][CH3:19])[C:41](=[O:54])[CH2:42][O:43][C:44]1[C:49]([F:50])=[C:48]([F:51])[CH:47]=[C:46]([F:52])[C:45]=1[F:53])([CH3:36])([CH3:34])[CH3:35], predict the reactants needed to synthesize it. The reactants are: [Cl:1][C:2]1[CH:3]=[C:4]2[C:9](=[CH:10][C:11]=1[Cl:12])[C:8](=[O:13])[N:7]([C@@H:14]([CH2:18][CH3:19])[C:15]([OH:17])=O)[CH:6]=[CH:5]2.ClC1C(Cl)=CC(C(O)=O)=C(C=O)C=1.[C:33]([O:37][C:38](=[O:56])[CH2:39][C@H:40]([NH2:55])[CH:41]([OH:54])[CH2:42][O:43][C:44]1[C:49]([F:50])=[C:48]([F:51])[CH:47]=[C:46]([F:52])[C:45]=1[F:53])([CH3:36])([CH3:35])[CH3:34]. (6) Given the product [F:22][C:19]1[CH:20]=[CH:21][C:16]([O:15][CH2:14][CH2:13][C:10]2[CH:11]=[CH:12][C:7]([CH:3]=[O:4])=[CH:8][CH:9]=2)=[CH:17][CH:18]=1, predict the reactants needed to synthesize it. The reactants are: C1C[O:4][CH2:3]C1.Br[C:7]1[CH:12]=[CH:11][C:10]([CH2:13][CH2:14][O:15][C:16]2[CH:21]=[CH:20][C:19]([F:22])=[CH:18][CH:17]=2)=[CH:9][CH:8]=1.[Li]CCCC.CN(C=O)C. (7) Given the product [O:25]1[CH2:29][CH2:28][CH:27]([CH2:30][N:1]2[CH2:2][CH2:3][CH:4]([C:7]3[CH:12]=[CH:11][C:10]([NH:13][C:14]([N:16]4[CH2:24][C:23]5[CH:22]=[CH:21][N:20]=[CH:19][C:18]=5[CH2:17]4)=[O:15])=[CH:9][CH:8]=3)[CH2:5][CH2:6]2)[CH2:26]1, predict the reactants needed to synthesize it. The reactants are: [NH:1]1[CH2:6][CH:5]=[C:4]([C:7]2[CH:12]=[CH:11][C:10]([NH:13][C:14]([N:16]3[CH2:24][C:23]4[CH:22]=[CH:21][N:20]=[CH:19][C:18]=4[CH2:17]3)=[O:15])=[CH:9][CH:8]=2)[CH2:3][CH2:2]1.[O:25]1[CH2:29][CH2:28][CH:27]([CH:30]=O)[CH2:26]1.